From a dataset of Forward reaction prediction with 1.9M reactions from USPTO patents (1976-2016). Predict the product of the given reaction. (1) Given the reactants [CH2:1]([N:4]1[C:12]2[C:11](=[O:13])[NH:10][C:9](=[O:14])[NH:8][C:7]=2[N:6]=[CH:5]1)[CH:2]=[CH2:3].C(=O)([O-])[O-].[Na+].[Na+].[CH2:21](I)[CH2:22][CH2:23][CH2:24][CH3:25], predict the reaction product. The product is: [CH2:21]([N:8]1[C:7]2[N:6]=[CH:5][N:4]([CH2:1][CH:2]=[CH2:3])[C:12]=2[C:11](=[O:13])[NH:10][C:9]1=[O:14])[CH2:22][CH2:23][CH2:24][CH3:25]. (2) Given the reactants [C:1]([O:5][C:6]([N:8]1[C:16]2[C:11](=[CH:12][CH:13]=[C:14]([CH:17]=[CH:18][O:19]C)[CH:15]=2)[CH:10]=[C:9]1[C:21]1[CH:26]=[C:25]([C:27]2[CH:32]=[CH:31][N:30]=[CH:29][CH:28]=2)[N:24]=[N:23][C:22]=1[O:33][CH3:34])=[O:7])([CH3:4])([CH3:3])[CH3:2].[I-].[K+].Cl[Si](C)(C)C, predict the reaction product. The product is: [C:1]([O:5][C:6]([N:8]1[C:16]2[C:11](=[CH:12][CH:13]=[C:14]([CH2:17][CH:18]=[O:19])[CH:15]=2)[CH:10]=[C:9]1[C:21]1[CH:26]=[C:25]([C:27]2[CH:28]=[CH:29][N:30]=[CH:31][CH:32]=2)[N:24]=[N:23][C:22]=1[O:33][CH3:34])=[O:7])([CH3:3])([CH3:4])[CH3:2].